Task: Predict which catalyst facilitates the given reaction.. Dataset: Catalyst prediction with 721,799 reactions and 888 catalyst types from USPTO (1) Reactant: [NH:1]1[C:9]2[C:4](=[CH:5][CH:6]=[CH:7][CH:8]=2)[C:3]([CH:10]=[CH:11][C:12]2[CH:17]=[C:16]([N:18]3[CH2:23][CH2:22][CH:21]([S:24]([CH3:27])(=[O:26])=[O:25])[CH2:20][CH2:19]3)[CH:15]=[CH:14][C:13]=2[NH2:28])=[N:2]1.C(N(CC)CC)C.[CH3:36][C:37]1[CH:41]=[CH:40][S:39][C:38]=1[C:42](Cl)=[O:43].C(=O)([O-])O.[Na+]. Product: [NH:1]1[C:9]2[C:4](=[CH:5][CH:6]=[CH:7][CH:8]=2)[C:3](/[CH:10]=[CH:11]/[C:12]2[CH:17]=[C:16]([N:18]3[CH2:19][CH2:20][CH:21]([S:24]([CH3:27])(=[O:25])=[O:26])[CH2:22][CH2:23]3)[CH:15]=[CH:14][C:13]=2[NH:28][C:42]([C:38]2[S:39][CH:40]=[CH:41][C:37]=2[CH3:36])=[O:43])=[N:2]1. The catalyst class is: 1. (2) Reactant: Br[C:2]1[C:3](=[O:20])[N:4]([C:9]2[CH:10]=[C:11]([CH:16]=[CH:17][C:18]=2[CH3:19])[C:12]([O:14][CH3:15])=[O:13])[CH:5]=[C:6](Br)[N:7]=1.[C:21]1([OH:27])[CH:26]=[CH:25][CH:24]=[CH:23][CH:22]=1.C(N(CC)C(C)C)(C)C.C1CC=CCC=1. Product: [CH3:19][C:18]1[CH:17]=[CH:16][C:11]([C:12]([O:14][CH3:15])=[O:13])=[CH:10][C:9]=1[N:4]1[CH:5]=[CH:6][N:7]=[C:2]([O:27][C:21]2[CH:26]=[CH:25][CH:24]=[CH:23][CH:22]=2)[C:3]1=[O:20]. The catalyst class is: 304. (3) Reactant: [H-].[Na+].[CH3:3][C:4]1[N:8]2[C:9]3[CH:15]=[C:14]([CH3:16])[NH:13][C:10]=3[CH:11]=[CH:12][C:7]2=[N:6][N:5]=1.[CH3:17][CH2:18][O:19][C:20]([CH:22](Br)[C:23]1[CH:28]=[CH:27][CH:26]=[CH:25][CH:24]=1)=[O:21]. The catalyst class is: 173. Product: [CH3:3][C:4]1[N:8]2[C:9]3[CH:15]=[C:14]([CH3:16])[N:13]([CH:22]([C:23]4[CH:28]=[CH:27][CH:26]=[CH:25][CH:24]=4)[C:20]([O:19][CH2:18][CH3:17])=[O:21])[C:10]=3[CH:11]=[CH:12][C:7]2=[N:6][N:5]=1.